Predict the reactants needed to synthesize the given product. From a dataset of Full USPTO retrosynthesis dataset with 1.9M reactions from patents (1976-2016). (1) Given the product [ClH:19].[Cl:19][C:15]1[CH:16]=[CH:17][C:18]2[N:10]([CH2:9][C:8]([NH:1][C:2]3[CH:7]=[CH:6][CH:5]=[CH:4][CH:3]=3)=[O:33])[C:11]3[CH2:25][CH2:24][NH:23][CH2:22][CH2:21][C:12]=3[C:13]=2[C:14]=1[Cl:20], predict the reactants needed to synthesize it. The reactants are: [NH:1]([C:8](=[O:33])[CH2:9][N:10]1[C:18]2[CH:17]=[CH:16][C:15]([Cl:19])=[C:14]([Cl:20])[C:13]=2[C:12]2[CH2:21][CH2:22][N:23](C(OC(C)(C)C)=O)[CH2:24][CH2:25][C:11]1=2)[C:2]1[CH:7]=[CH:6][CH:5]=[CH:4][CH:3]=1.C(O)(C(F)(F)F)=O. (2) Given the product [NH2:1][C@H:2]([CH2:6][C:7]1[CH:16]=[CH:15][C:14]2[CH2:13][CH2:12][CH2:11][CH2:10][C:9]=2[CH:8]=1)[C:3]([O:5][CH2:18][CH3:19])=[O:4], predict the reactants needed to synthesize it. The reactants are: [NH2:1][C@H:2]([CH2:6][C:7]1[CH:16]=[CH:15][C:14]2[CH2:13][CH2:12][CH2:11][CH2:10][C:9]=2[CH:8]=1)[C:3]([OH:5])=[O:4].Cl.[CH3:18][CH2:19]O. (3) The reactants are: C(N(CC)CC)C.ClC(OCC)=O.[CH:14]1([C:19]([OH:21])=O)[CH2:18][CH2:17][CH2:16][CH2:15]1.Cl.Cl.[NH2:24][C:25]1[CH:57]=[CH:56][C:28]([O:29][C:30]2[CH:31]=[CH:32][C:33]3[N:37]=[C:36]([CH2:38][O:39][C:40]4[CH:53]=[CH:52][C:43]([CH2:44][CH:45]5[S:49][C:48](=[O:50])[NH:47][C:46]5=[O:51])=[CH:42][CH:41]=4)[N:35]([CH3:54])[C:34]=3[CH:55]=2)=[CH:27][CH:26]=1. Given the product [O:50]=[C:48]1[NH:47][C:46](=[O:51])[CH:45]([CH2:44][C:43]2[CH:42]=[CH:41][C:40]([O:39][CH2:38][C:36]3[N:35]([CH3:54])[C:34]4[CH:55]=[C:30]([O:29][C:28]5[CH:56]=[CH:57][C:25]([NH:24][C:19]([CH:14]6[CH2:15][CH2:16][CH2:17][CH2:18]6)=[O:21])=[CH:26][CH:27]=5)[CH:31]=[CH:32][C:33]=4[N:37]=3)=[CH:53][CH:52]=2)[S:49]1, predict the reactants needed to synthesize it. (4) Given the product [NH2:1][C:2]1[N:7]=[C:6]([C:8]2[NH:12][C:11]([C:13]3[CH:18]=[C:17]([Cl:19])[CH:16]=[CH:15][C:14]=3[CH3:20])=[C:10]([C:21]([OH:23])=[O:22])[CH:9]=2)[C:5]([I:24])=[CH:4][N:3]=1, predict the reactants needed to synthesize it. The reactants are: [NH2:1][C:2]1[N:7]=[C:6]([C:8]2[NH:12][C:11]([C:13]3[CH:18]=[C:17]([Cl:19])[CH:16]=[CH:15][C:14]=3[CH3:20])=[C:10]([C:21]([OH:23])=[O:22])[CH:9]=2)[CH:5]=[CH:4][N:3]=1.[I:24]I. (5) Given the product [CH2:19]([O:18][C:16]([NH:1][C:2]1([C:12]([OH:14])=[O:13])[CH2:11][CH2:10][C:9]2[C:4](=[CH:5][CH:6]=[CH:7][CH:8]=2)[CH2:3]1)=[O:17])[CH:20]([CH3:22])[CH3:21], predict the reactants needed to synthesize it. The reactants are: [NH2:1][C:2]1([C:12]([OH:14])=[O:13])[CH2:11][CH2:10][C:9]2[C:4](=[CH:5][CH:6]=[CH:7][CH:8]=2)[CH2:3]1.Cl[C:16]([O:18][CH2:19][CH:20]([CH3:22])[CH3:21])=[O:17].[OH-].[Na+].Cl. (6) Given the product [Br:25][C:14]1[CH2:15][CH:16]([C:17]([O:19][CH2:20][CH3:21])=[O:18])[N:12]([C:6]2[C:5]([Cl:4])=[CH:10][C:9]([Cl:11])=[CH:8][N:7]=2)[N:13]=1, predict the reactants needed to synthesize it. The reactants are: C(#N)C.[Cl:4][C:5]1[C:6]([N:12]2[CH:16]([C:17]([O:19][CH2:20][CH3:21])=[O:18])[CH2:15][C:14](=O)[NH:13]2)=[N:7][CH:8]=[C:9]([Cl:11])[CH:10]=1.P(Br)(Br)([Br:25])=O.C(=O)([O-])[O-].[Na+].[Na+]. (7) Given the product [CH3:1][O:2][C:3]1[CH:4]=[C:5]([CH2:6][N:7]2[CH2:11][CH2:10][CH2:9][CH2:8]2)[CH:12]=[CH:13][C:14]=1[NH2:15], predict the reactants needed to synthesize it. The reactants are: [CH3:1][O:2][C:3]1[CH:4]=[C:5]([CH:12]=[CH:13][C:14]=1[N+:15]([O-])=O)[CH2:6][N:7]1[CH2:11][CH2:10][CH2:9][CH2:8]1.